From a dataset of Full USPTO retrosynthesis dataset with 1.9M reactions from patents (1976-2016). Predict the reactants needed to synthesize the given product. (1) Given the product [Br:3][C:4]1[C:13]2[C:8](=[CH:9][CH:10]=[CH:11][CH:12]=2)[C:7](=[O:14])[N:6]([C:15]2[CH:20]=[CH:19][C:18]([N:21]([CH2:25][CH3:26])[C:22](=[O:24])[CH3:23])=[CH:17][CH:16]=2)[N:5]=1, predict the reactants needed to synthesize it. The reactants are: [H-].[Na+].[Br:3][C:4]1[C:13]2[C:8](=[CH:9][CH:10]=[CH:11][CH:12]=2)[C:7](=[O:14])[N:6]([C:15]2[CH:20]=[CH:19][C:18]([NH:21][C:22](=[O:24])[CH3:23])=[CH:17][CH:16]=2)[N:5]=1.[CH2:25](I)[CH3:26]. (2) Given the product [C:34]([O:38][C:39]([NH:41][C@H:42]([C:49]([N:12]1[CH2:13][C:9]([C:3]2[CH:4]=[C:5]([F:8])[CH:6]=[CH:7][C:2]=2[F:1])=[CH:10][C@H:11]1[C:21]1[CH:22]=[CH:23][CH:24]=[CH:25][CH:26]=1)=[O:50])[C:43]([CH3:48])([CH3:47])[C:44]([OH:46])=[O:45])=[O:40])([CH3:36])([CH3:37])[CH3:35], predict the reactants needed to synthesize it. The reactants are: [F:1][C:2]1[CH:7]=[CH:6][C:5]([F:8])=[CH:4][C:3]=1[C:9]1[CH2:13][N:12](C(OC(C)(C)C)=O)[C@H:11]([C:21]2[CH:26]=[CH:25][CH:24]=[CH:23][CH:22]=2)[CH:10]=1.FC(F)(F)C(O)=O.[C:34]([O:38][C:39]([NH:41][C@H:42]([C:49](O)=[O:50])[C:43]([CH3:48])([CH3:47])[C:44]([OH:46])=[O:45])=[O:40])([CH3:37])([CH3:36])[CH3:35].Cl.CN(C)CCCN=C=NCC.ON1C2N=CC=CC=2N=N1.C(N(CC)CC)C. (3) Given the product [S:14]1[CH:18]=[CH:17][CH:16]=[C:15]1[CH2:19][CH2:20][NH:21][C:11]([C:9]1[NH:8][C:5]2=[CH:6][N:7]=[C:2]([Cl:1])[CH:3]=[C:4]2[CH:10]=1)=[O:13], predict the reactants needed to synthesize it. The reactants are: [Cl:1][C:2]1[CH:3]=[C:4]2[CH:10]=[C:9]([C:11]([OH:13])=O)[NH:8][C:5]2=[CH:6][N:7]=1.[S:14]1[CH:18]=[CH:17][CH:16]=[C:15]1[CH2:19][CH2:20][NH2:21]. (4) Given the product [CH2:1]([N:8]1[CH2:12][C@H:11]([CH3:13])[C@@H:10]([CH2:14][NH:16][CH:17]2[CH2:19][CH2:18]2)[CH2:9]1)[C:2]1[CH:3]=[CH:4][CH:5]=[CH:6][CH:7]=1, predict the reactants needed to synthesize it. The reactants are: [CH2:1]([N:8]1[CH2:12][C@H:11]([CH3:13])[C@@H:10]([C:14]([NH:16][CH:17]2[CH2:19][CH2:18]2)=O)[CH2:9]1)[C:2]1[CH:7]=[CH:6][CH:5]=[CH:4][CH:3]=1.C([O-])([O-])=O.[Na+].[Na+]. (5) Given the product [Cl:1][C:2]1[CH:3]=[C:4]([C:17]([NH:19][CH:20]2[CH2:29][CH2:28][CH2:27][C:26]3[CH:25]=[C:24]([C:30]([OH:32])=[O:31])[CH:23]=[CH:22][C:21]2=3)=[O:18])[C:5]([O:8][C:9]2[CH:14]=[CH:13][C:12]([F:15])=[C:11]([F:16])[CH:10]=2)=[N:6][CH:7]=1, predict the reactants needed to synthesize it. The reactants are: [Cl:1][C:2]1[CH:3]=[C:4]([C:17]([NH:19][CH:20]2[CH2:29][CH2:28][CH2:27][C:26]3[CH:25]=[C:24]([C:30]([O:32]C)=[O:31])[CH:23]=[CH:22][C:21]2=3)=[O:18])[C:5]([O:8][C:9]2[CH:14]=[CH:13][C:12]([F:15])=[C:11]([F:16])[CH:10]=2)=[N:6][CH:7]=1.CO.[OH-].[Na+].Cl. (6) Given the product [CH3:25][CH:23]1[S:24][C:12]2[N:13]1[C:14]1[CH:15]=[C:16]([N:17]3[CH2:22][CH2:21][N:20]([CH2:37][C:36]4[O:35][C:34](=[O:38])[O:33][C:32]=4[CH3:31])[CH2:19][CH2:18]3)[C:7]([F:6])=[CH:8][C:9]=1[C:10]([C:11]=2[C:26]([OH:28])=[O:27])=[O:29], predict the reactants needed to synthesize it. The reactants are: C(=O)(O)[O-].[K+].[F:6][C:7]1[CH:8]=[C:9]2[C:14](=[CH:15][C:16]=1[N:17]1[CH2:22][CH2:21][NH:20][CH2:19][CH2:18]1)[N:13]1[CH:23]([CH3:25])[S:24][C:12]1=[C:11]([C:26]([OH:28])=[O:27])[C:10]2=[O:29].Br[CH2:31][C:32]1[O:33][C:34](=[O:38])[O:35][C:36]=1[CH3:37]. (7) Given the product [Br:15][C:16]1[CH:22]=[CH:21][C:19]([N:20]=[CH:2][CH:3]([C:9]2[CH:14]=[CH:13][CH:12]=[CH:11][CH:10]=2)[C:4]([O:6][CH2:7][CH3:8])=[O:5])=[CH:18][CH:17]=1, predict the reactants needed to synthesize it. The reactants are: O=[CH:2][CH:3]([C:9]1[CH:14]=[CH:13][CH:12]=[CH:11][CH:10]=1)[C:4]([O:6][CH2:7][CH3:8])=[O:5].[Br:15][C:16]1[CH:22]=[CH:21][C:19]([NH2:20])=[CH:18][CH:17]=1. (8) The reactants are: Br[C:2]1[CH:3]=[CH:4][C:5]2[CH:9]=[CH:8][S:7][C:6]=2[CH:10]=1.C(=[NH:24])(C1C=CC=CC=1)C1C=CC=CC=1.CC(C)([O-])C.[Na+]. Given the product [S:7]1[CH:8]=[CH:9][C:5]2[CH:4]=[CH:3][C:2]([NH2:24])=[CH:10][C:6]1=2, predict the reactants needed to synthesize it. (9) Given the product [Br:18][C:6]1[CH:8]=[C:2]([F:1])[C:3]([O:12][CH3:13])=[CH:4][C:5]=1[N+:9]([O-:11])=[O:10], predict the reactants needed to synthesize it. The reactants are: [F:1][C:2]1[C:3]([O:12][CH3:13])=[CH:4][C:5]([N+:9]([O-:11])=[O:10])=[C:6]([CH:8]=1)N.N([O-])=O.[Na+].[BrH:18]. (10) Given the product [CH2:12]([O:11][C:8]1[CH:9]=[CH:10][C:5]([C:4]([OH:20])=[O:3])=[C:6]([Cl:19])[CH:7]=1)[C:13]1[CH:14]=[CH:15][CH:16]=[CH:17][CH:18]=1, predict the reactants needed to synthesize it. The reactants are: C([O:3][C:4](=[O:20])[C:5]1[CH:10]=[CH:9][C:8]([O:11][CH2:12][C:13]2[CH:18]=[CH:17][CH:16]=[CH:15][CH:14]=2)=[CH:7][C:6]=1[Cl:19])C.[OH-].[Na+].CO.Cl.